Dataset: HIV replication inhibition screening data with 41,000+ compounds from the AIDS Antiviral Screen. Task: Binary Classification. Given a drug SMILES string, predict its activity (active/inactive) in a high-throughput screening assay against a specified biological target. (1) The drug is CCOC(=O)C(C#N)=C1c2ccccc2C(=O)C1(Cl)C(N)=O. The result is 0 (inactive). (2) The molecule is CCOC(=O)c1[nH]c(COC(C)=O)c2c1CCCCCCCCCC2. The result is 0 (inactive). (3) The drug is O=c1c2cc([N+](=O)[O-])cnc2sn1-c1ccc([N+](=O)[O-])cc1. The result is 0 (inactive). (4) The drug is CN1C2=CC=CC=CC2=[N+](C)C1[C-](C#N)C#N. The result is 0 (inactive). (5) The compound is O=C(NC(=Cc1ccc(C=C(NC(=O)c2ccccc2)c2nc3ccc(Cl)cc3[nH]2)cc1)c1nc2cc(Cl)ccc2[nH]1)c1ccccc1. The result is 0 (inactive).